Dataset: Full USPTO retrosynthesis dataset with 1.9M reactions from patents (1976-2016). Task: Predict the reactants needed to synthesize the given product. (1) Given the product [Cl:1][C:2]1[N:7]=[C:6]([N:8]2[CH2:12][CH2:11][CH2:10][CH2:9]2)[C:5]([C:18]#[C:17][CH2:16][CH2:15][CH2:14][N:19]2[C:20](=[O:29])[C:21]3[C:22](=[CH:25][CH:26]=[CH:27][CH:28]=3)[C:23]2=[O:24])=[CH:4][N:3]=1, predict the reactants needed to synthesize it. The reactants are: [Cl:1][C:2]1[N:7]=[C:6]([N:8]2[CH2:12][CH2:11][CH2:10][CH2:9]2)[C:5](I)=[CH:4][N:3]=1.[CH2:14]([N:19]1[C:23](=[O:24])[C:22]2=[CH:25][CH:26]=[CH:27][CH:28]=[C:21]2[C:20]1=[O:29])[CH2:15][CH2:16][C:17]#[CH:18].O. (2) Given the product [NH:1]([C:8]([N:10]1[CH2:15][CH2:14][N:13]([C:16]2[C:26]([C:27]#[N:28])=[CH:25][C:19]([C:20]([O:22][CH2:23][CH3:24])=[O:21])=[C:18]([C:29]([F:32])([F:31])[F:30])[N:17]=2)[CH2:12][CH:11]1[CH2:33][CH2:34][C:35]([OH:37])=[O:36])=[O:9])[C:2]1[CH:3]=[CH:4][CH:5]=[CH:6][CH:7]=1, predict the reactants needed to synthesize it. The reactants are: [NH:1]([C:8]([N:10]1[CH2:15][CH2:14][N:13]([C:16]2[C:26]([C:27]#[N:28])=[CH:25][C:19]([C:20]([O:22][CH2:23][CH3:24])=[O:21])=[C:18]([C:29]([F:32])([F:31])[F:30])[N:17]=2)[CH2:12][CH:11]1[CH2:33][CH2:34][C:35]([O:37]C(C)(C)C)=[O:36])=[O:9])[C:2]1[CH:7]=[CH:6][CH:5]=[CH:4][CH:3]=1.FC(F)(F)C(O)=O. (3) Given the product [CH:20]1([C:2]2[CH:3]=[C:4]3[C:13](=[CH:14][CH:15]=2)[C:12](=[O:16])[NH:11][C:10]2[CH2:9][CH:8]([CH:17]([CH3:19])[CH3:18])[O:7][CH2:6][C:5]3=2)[CH2:22][CH2:21]1, predict the reactants needed to synthesize it. The reactants are: Cl[C:2]1[CH:3]=[C:4]2[C:13](=[CH:14][CH:15]=1)[C:12](=[O:16])[NH:11][C:10]1[CH2:9][CH:8]([CH:17]([CH3:19])[CH3:18])[O:7][CH2:6][C:5]2=1.[CH:20]1(B(O)O)[CH2:22][CH2:21]1.C1(P(C2CCCCC2)C2CCCCC2)CCCCC1.[O-]P([O-])([O-])=O.[K+].[K+].[K+]. (4) Given the product [CH:1]([C:3]1[CH:12]=[C:11]2[C:6]([CH:7]=[CH:8][C:9]([C@H:13]([O:15][C:16]([C@@H:18]3[CH2:23][CH2:22][CH2:21][N:20]([C:24](=[O:42])[C@@H:25]([NH:27][C:28](=[O:41])[C@@H:29]([NH:33][C:60](=[O:62])[C@H:59]([CH2:58][CH:55]4[CH2:56][CH2:57]4)/[CH:63]=[CH:64]/[CH3:65])[CH:30]([CH3:31])[CH3:32])[CH3:26])[NH:19]3)=[O:17])[CH3:14])=[N:10]2)=[CH:5][CH:4]=1)=[CH2:2], predict the reactants needed to synthesize it. The reactants are: [CH:1]([C:3]1[CH:12]=[C:11]2[C:6]([CH:7]=[CH:8][C:9]([C@H:13]([O:15][C:16]([C@@H:18]3[CH2:23][CH2:22][CH2:21][N:20]([C:24](=[O:42])[C@@H:25]([NH:27][C:28](=[O:41])[C@@H:29]([NH:33]C(OC(C)(C)C)=O)[CH:30]([CH3:32])[CH3:31])[CH3:26])[NH:19]3)=[O:17])[CH3:14])=[N:10]2)=[CH:5][CH:4]=1)=[CH2:2].C[Si](OS(C(F)(F)F)(=O)=O)(C)C.[CH:55]1([CH2:58][C@H:59](/[CH:63]=[CH:64]/[CH3:65])[C:60]([OH:62])=O)[CH2:57][CH2:56]1.Cl.CN(C)CCCN=C=NCC.ON1C2C=CC=CC=2N=N1. (5) Given the product [C:1]([C:5]1[CH:6]=[C:7]([CH:20]=[CH:21][C:22]=1[Cl:23])[O:8][C:9]1[CH:10]=[C:11]([CH3:19])[C:12](=[CH:13][C:14]=1[CH3:15])[NH2:16])([CH3:4])([CH3:2])[CH3:3], predict the reactants needed to synthesize it. The reactants are: [C:1]([C:5]1[CH:6]=[C:7]([CH:20]=[CH:21][C:22]=1[Cl:23])[O:8][C:9]1[C:14]([CH3:15])=[CH:13][C:12]([N+:16]([O-])=O)=[C:11]([CH3:19])[CH:10]=1)([CH3:4])([CH3:3])[CH3:2].O.NN. (6) Given the product [Cl:1][C:2]1[CH:17]=[CH:16][C:5]([C:6]([NH:8][C:9]2[CH:14]=[CH:13][C:12]([CH3:15])=[CH:11][CH:10]=2)=[S:31])=[CH:4][C:3]=1[C:18]([F:21])([F:20])[F:19], predict the reactants needed to synthesize it. The reactants are: [Cl:1][C:2]1[CH:17]=[CH:16][C:5]([C:6]([NH:8][C:9]2[CH:14]=[CH:13][C:12]([CH3:15])=[CH:11][CH:10]=2)=O)=[CH:4][C:3]=1[C:18]([F:21])([F:20])[F:19].COC1C=CC(P2(SP(C3C=CC(OC)=CC=3)(=S)S2)=[S:31])=CC=1.C1(C)C=CC=CC=1. (7) Given the product [Cl:1][C:2]1[CH:3]=[C:4]2[C:9](=[C:10]([F:22])[C:11]=1[C:12]1[C:20]([CH3:21])=[CH:19][CH:18]=[C:17]3[C:13]=1[C:14]([F:34])=[N:15][NH:16]3)[N:8]=[CH:7][N:6]=[C:5]2[N:23]1[CH2:28][CH2:27][N:26]([C:29](=[O:32])[CH:30]=[CH2:31])[CH2:25][CH2:24]1, predict the reactants needed to synthesize it. The reactants are: [Cl:1][C:2]1[CH:3]=[C:4]2[C:9](=[C:10]([F:22])[C:11]=1[C:12]1[C:20]([CH3:21])=[CH:19][CH:18]=[C:17]3[C:13]=1[CH:14]=[N:15][NH:16]3)[N:8]=[CH:7][N:6]=[C:5]2[N:23]1[CH2:28][CH2:27][N:26]([C:29](=[O:32])[CH:30]=[CH2:31])[CH2:25][CH2:24]1.[B-](F)(F)(F)[F:34].[B-](F)(F)(F)F.C1[N+]2(CCl)CC[N+](F)(CC2)C1. (8) Given the product [CH:21]1([CH2:20][N:17]2[CH2:18][CH2:19][C@:4]34[C:5]5[C:6]6[O:28][C@H:3]3[C@H:2]([N:1]3[S:46](=[O:48])(=[O:47])[C:36]7[CH:41]=[CH:40][CH:39]=[CH:38][C:37]=7[S:42]3(=[O:44])=[O:43])[CH2:15][CH2:14][C@@:13]4([OH:16])[C@H:12]2[CH2:11][C:10]=5[CH:9]=[CH:8][C:7]=6[O:24][CH2:25][O:26][CH3:27])[CH2:22][CH2:23]1, predict the reactants needed to synthesize it. The reactants are: [NH2:1][C@@H:2]1[CH2:15][CH2:14][C@:13]2([OH:16])[C@:4]34[CH2:19][CH2:18][N:17]([CH2:20][CH:21]5[CH2:23][CH2:22]5)[C@@H:12]2[CH2:11][C:10]2[CH:9]=[CH:8][C:7]([O:24][CH2:25][O:26][CH3:27])=[C:6]([O:28][C@@H:3]13)[C:5]4=2.C(N(CC)CC)C.[C:36]1([S:46](Cl)(=[O:48])=[O:47])[C:37]([S:42](Cl)(=[O:44])=[O:43])=[CH:38][CH:39]=[CH:40][CH:41]=1.C(=O)([O-])O.[Na+].